From a dataset of NCI-60 drug combinations with 297,098 pairs across 59 cell lines. Regression. Given two drug SMILES strings and cell line genomic features, predict the synergy score measuring deviation from expected non-interaction effect. (1) Drug 1: C1CCC(C1)C(CC#N)N2C=C(C=N2)C3=C4C=CNC4=NC=N3. Drug 2: C1=CN(C=N1)CC(O)(P(=O)(O)O)P(=O)(O)O. Cell line: HS 578T. Synergy scores: CSS=20.6, Synergy_ZIP=5.91, Synergy_Bliss=14.1, Synergy_Loewe=3.11, Synergy_HSA=8.55. (2) Drug 1: C1=CC=C(C=C1)NC(=O)CCCCCCC(=O)NO. Drug 2: CN(C(=O)NC(C=O)C(C(C(CO)O)O)O)N=O. Cell line: DU-145. Synergy scores: CSS=35.3, Synergy_ZIP=-0.944, Synergy_Bliss=-0.238, Synergy_Loewe=-72.6, Synergy_HSA=-1.91. (3) Drug 1: C1CC(C1)(C(=O)O)C(=O)O.[NH2-].[NH2-].[Pt+2]. Drug 2: B(C(CC(C)C)NC(=O)C(CC1=CC=CC=C1)NC(=O)C2=NC=CN=C2)(O)O. Cell line: NCI-H322M. Synergy scores: CSS=11.4, Synergy_ZIP=-3.31, Synergy_Bliss=4.30, Synergy_Loewe=-26.4, Synergy_HSA=-2.00. (4) Drug 1: COC1=NC(=NC2=C1N=CN2C3C(C(C(O3)CO)O)O)N. Drug 2: C1CN(P(=O)(OC1)NCCCl)CCCl. Cell line: MCF7. Synergy scores: CSS=-1.27, Synergy_ZIP=-0.534, Synergy_Bliss=-2.50, Synergy_Loewe=-0.802, Synergy_HSA=-3.74. (5) Drug 1: CN(C(=O)NC(C=O)C(C(C(CO)O)O)O)N=O. Drug 2: C(CCl)NC(=O)N(CCCl)N=O. Cell line: SK-MEL-28. Synergy scores: CSS=51.2, Synergy_ZIP=-1.12, Synergy_Bliss=-1.88, Synergy_Loewe=-13.5, Synergy_HSA=-1.44.